Predict the product of the given reaction. From a dataset of Forward reaction prediction with 1.9M reactions from USPTO patents (1976-2016). (1) Given the reactants [NH2:1][C:2]1[NH:3][CH:4]=[CH:5][N:6]=1.C(N(CC)CC)C.[C:14]1([O:20]C(Cl)=O)C=CC=CC=1.[NH2:24][C:25]1[CH:48]=[CH:47][C:28]([O:29][C:30]2[C:39]3[C:34](=[CH:35][C:36]([O:42][CH2:43][CH2:44][O:45][CH3:46])=[C:37]([C:40]#[N:41])[CH:38]=3)[N:33]=[CH:32][CH:31]=2)=[CH:27][CH:26]=1, predict the reaction product. The product is: [C:40]([C:37]1[CH:38]=[C:39]2[C:34](=[CH:35][C:36]=1[O:42][CH2:43][CH2:44][O:45][CH3:46])[N:33]=[CH:32][CH:31]=[C:30]2[O:29][C:28]1[CH:27]=[CH:26][C:25]([NH:24][C:14]([NH:1][C:2]2[NH:3][CH:4]=[CH:5][N:6]=2)=[O:20])=[CH:48][CH:47]=1)#[N:41]. (2) Given the reactants [CH:1]1N=[CH:4][N:3]([C:6]([N:8]2[CH:12]=[N:11][CH:10]=[CH:9]2)=[O:7])[CH:2]=1.[CH2:13]([C:16]1[C:24]2[O:23][N:22]=[C:21]([C:25]([F:28])([F:27])[F:26])[C:20]=2[CH:19]=[CH:18][C:17]=1[O:29][CH2:30]CCNC)[CH2:14][CH3:15].[Li+].C[Si]([N-][Si](C)(C)C)(C)C.N[C:46]1[CH:51]=CC=CN=1.[NH4+].[Cl-].[C:54]([O:57][CH2:58]C)(=[O:56])C, predict the reaction product. The product is: [C:54]([C:9]1[CH:51]=[CH:46][C:12]([NH:8][C:6](=[O:7])[N:3]([CH3:4])[CH2:2][CH2:1][CH2:30][O:29][C:17]2[CH:18]=[CH:19][C:20]3[C:21]([C:25]([F:26])([F:27])[F:28])=[N:22][O:23][C:24]=3[C:16]=2[CH2:13][CH2:14][CH3:15])=[N:11][CH:10]=1)([O:57][CH3:58])=[O:56]. (3) Given the reactants [C:1]([S:4][C:5]1[NH:6][C:7]2[C:12]([C:13]=1[CH2:14][C:15]([O:17][CH2:18][CH3:19])=[O:16])=[CH:11][CH:10]=[CH:9][CH:8]=2)(=O)[CH3:2].[OH-].[K+].Cl[CH2:23][C:24]1[CH:25]=[C:26]([CH2:30][C@H:31]([NH:44][C:45](=[O:51])[O:46][C:47]([CH3:50])([CH3:49])[CH3:48])[C:32]([N:34]([C:36]2[CH:41]=[CH:40][C:39]([O:42][CH3:43])=[CH:38][CH:37]=2)[CH3:35])=[O:33])[CH:27]=CC=1.Cl, predict the reaction product. The product is: [C:47]([O:46][C:45]([NH:44][C@H:31]([C:32]([N:34]([C:36]1[CH:37]=[CH:38][C:39]([O:42][CH3:43])=[CH:40][CH:41]=1)[CH3:35])=[O:33])[CH2:30][C:26]1[CH:27]=[C:2]([CH:23]=[CH:24][CH:25]=1)[CH2:1][S:4][C:5]1[NH:6][C:7]2[C:12]([C:13]=1[CH2:14][C:15]([O:17][CH2:18][CH3:19])=[O:16])=[CH:11][CH:10]=[CH:9][CH:8]=2)=[O:51])([CH3:49])([CH3:50])[CH3:48]. (4) Given the reactants [H-].[Na+].[I:3][C:4]1[CH:9]=[CH:8][C:7]([OH:10])=[CH:6][CH:5]=1.[CH2:11](Br)[C:12]1[CH:17]=[CH:16][CH:15]=[CH:14][CH:13]=1, predict the reaction product. The product is: [I:3][C:4]1[CH:9]=[CH:8][C:7]([O:10][CH2:11][C:12]2[CH:17]=[CH:16][CH:15]=[CH:14][CH:13]=2)=[CH:6][CH:5]=1. (5) Given the reactants [CH3:1][C:2]1[C:7](=[O:8])[C@@H:6]([OH:9])[CH2:5][C:4]([CH3:11])([CH3:10])[C:3]=1/[CH:12]=[CH:13]/[C:14](/[CH3:44])=[CH:15]/[CH:16]=[CH:17]/[C:18](/[CH3:43])=[CH:19]/[CH:20]=[CH:21]/[CH:22]=[C:23](\[CH3:42])/[CH:24]=[CH:25]/[CH:26]=[C:27](\[CH3:41])/[CH:28]=[CH:29]/[C:30]1[C:36]([CH3:38])([CH3:37])[CH2:35][C@H:34]([OH:39])[C:32](=[O:33])[C:31]=1[CH3:40].O, predict the reaction product. The product is: [CH3:40][C:31]1[C:32](=[O:33])[C@@H:34]([OH:39])[CH2:35][C:36]([CH3:37])([CH3:38])[C:30]=1/[CH:29]=[CH:28]/[C:27](/[CH3:41])=[CH:26]/[CH:25]=[CH:24]/[C:23](/[CH3:42])=[CH:22]/[CH:21]=[CH:20]/[CH:19]=[C:18](\[CH:17]=[CH:16]\[CH:15]=[C:14](\[CH:13]=[CH:12]\[C:3]1[C:4]([CH3:11])([CH3:10])[CH2:5][C@H:6]([OH:9])[C:7](=[O:8])[C:2]=1[CH3:1])/[CH3:44])/[CH3:43]. (6) Given the reactants [CH3:1][O:2][C:3]1[CH:20]=[CH:19][C:6]([CH2:7][N:8]2[C:12]3[N:13]=[CH:14][CH:15]=[C:16]([OH:17])[C:11]=3[C:10]([CH3:18])=[N:9]2)=[CH:5][CH:4]=1.Cl[C:22]1[N:27]=[CH:26][C:25]([N+:28]([O-:30])=[O:29])=[CH:24][N:23]=1.C(=O)([O-])[O-].[Cs+].[Cs+].CN(C=O)C, predict the reaction product. The product is: [CH3:1][O:2][C:3]1[CH:4]=[CH:5][C:6]([CH2:7][N:8]2[C:12]3=[N:13][CH:14]=[CH:15][C:16]([O:17][C:22]4[N:27]=[CH:26][C:25]([N+:28]([O-:30])=[O:29])=[CH:24][N:23]=4)=[C:11]3[C:10]([CH3:18])=[N:9]2)=[CH:19][CH:20]=1. (7) Given the reactants [Cl:1][C:2]1[CH:3]=[CH:4][C:5]([C:21]([F:24])([F:23])[F:22])=[C:6]([CH:8]2[CH2:13][CH2:12][N:11]([C:14](OC(C)(C)C)=[O:15])[CH2:10][CH2:9]2)[CH:7]=1.Cl.[Br:26][C:27]1[CH:28]=[CH:29][C:30]2[N:31]([C:33](C(OCC)=O)=[N:34][N:35]=2)[CH:32]=1.O.[OH-].[Li+].F[P-](F)(F)(F)(F)F.N1(O[P+](N(C)C)(N(C)C)N(C)C)C2C=CC=CC=2N=N1.C(N(CC)C(C)C)(C)C, predict the reaction product. The product is: [Br:26][C:27]1[CH:28]=[CH:29][C:30]2[N:31]([C:33]([C:14]([N:11]3[CH2:10][CH2:9][CH:8]([C:6]4[CH:7]=[C:2]([Cl:1])[CH:3]=[CH:4][C:5]=4[C:21]([F:23])([F:24])[F:22])[CH2:13][CH2:12]3)=[O:15])=[N:34][N:35]=2)[CH:32]=1. (8) Given the reactants Cl.Cl.[O:3]1[C:7]2[CH:8]=[CH:9][CH:10]=[C:11]([CH:12]3[CH2:17][CH2:16][N:15]([CH2:18][CH2:19][C@H:20]4[CH2:25][CH2:24][C@H:23]([NH2:26])[CH2:22][CH2:21]4)[CH2:14][CH2:13]3)[C:6]=2[CH2:5][CH2:4]1.[C:27]([C:31]1[CH:39]=[CH:38][C:34]([C:35](O)=[O:36])=[CH:33][CH:32]=1)([CH3:30])([CH3:29])[CH3:28], predict the reaction product. The product is: [C:27]([C:31]1[CH:32]=[CH:33][C:34]([C:35]([NH:26][C@H:23]2[CH2:22][CH2:21][C@H:20]([CH2:19][CH2:18][N:15]3[CH2:16][CH2:17][CH:12]([C:11]4[C:6]5[CH2:5][CH2:4][O:3][C:7]=5[CH:8]=[CH:9][CH:10]=4)[CH2:13][CH2:14]3)[CH2:25][CH2:24]2)=[O:36])=[CH:38][CH:39]=1)([CH3:30])([CH3:28])[CH3:29]. (9) Given the reactants FC(F)(F)S(O[C:7]1[C:15]2[C:10](=[CH:11][N:12]=[CH:13][CH:14]=2)[O:9][C:8]=1[C:16]1[CH:21]=[N:20][CH:19]=[CH:18][N:17]=1)(=O)=O.[Si]([O:31][N:32]=[C:33]1[C:41]2[C:36](=[CH:37][C:38]([NH2:42])=[CH:39][CH:40]=2)[CH2:35][CH2:34]1)(C(C)(C)C)(C)C, predict the reaction product. The product is: [N:17]1[CH:18]=[CH:19][N:20]=[CH:21][C:16]=1[C:8]1[O:9][C:10]2=[CH:11][N:12]=[CH:13][CH:14]=[C:15]2[C:7]=1[NH:42][C:38]1[CH:37]=[C:36]2[C:41](=[CH:40][CH:39]=1)[C:33](=[N:32][OH:31])[CH2:34][CH2:35]2.